From a dataset of Forward reaction prediction with 1.9M reactions from USPTO patents (1976-2016). Predict the product of the given reaction. (1) Given the reactants [F:1][C:2]1[C:3]2[O:28][N:27]=[C:26](S(C)(=O)=O)[C:4]=2[CH:5]=[C:6]2[C:19]=1[N:18]1[CH2:20][C@@H:21]([CH3:25])[O:22][C@@H:23]([CH3:24])[C@@H:17]1[C:8]1([C:13](=[O:14])[NH:12][C:11](=[O:15])[NH:10][C:9]1=[O:16])[CH2:7]2.[C-:33]#[N:34].[K+].C1OCCOCCOCCOCCOCCOC1, predict the reaction product. The product is: [F:1][C:2]1[C:3]2[O:28][N:27]=[C:26]([C:33]#[N:34])[C:4]=2[CH:5]=[C:6]2[C:19]=1[N:18]1[CH2:20][C@@H:21]([CH3:25])[O:22][C@@H:23]([CH3:24])[C@@H:17]1[C:8]1([C:13](=[O:14])[NH:12][C:11](=[O:15])[NH:10][C:9]1=[O:16])[CH2:7]2. (2) Given the reactants F[C:2]1[N:9]=[CH:8][CH:7]=[C:6]([I:10])[C:3]=1[CH:4]=O.[F:11][C:12]1[CH:17]=[C:16]([F:18])[CH:15]=[CH:14][C:13]=1[NH:19][NH2:20], predict the reaction product. The product is: [F:11][C:12]1[CH:17]=[C:16]([F:18])[CH:15]=[CH:14][C:13]=1[N:19]1[C:2]2=[N:9][CH:8]=[CH:7][C:6]([I:10])=[C:3]2[CH:4]=[N:20]1.